Dataset: Forward reaction prediction with 1.9M reactions from USPTO patents (1976-2016). Task: Predict the product of the given reaction. (1) Given the reactants [Cl:1][C:2]1[CH:3]=[CH:4][C:5]([O:20][CH2:21][C:22]2[CH:27]=[CH:26][C:25]([F:28])=[CH:24][C:23]=2[F:29])=[C:6]([CH2:8][N:9]2[C:13]([CH3:14])=[CH:12][C:11]([C:15]3[NH:16][CH2:17][CH2:18][N:19]=3)=[N:10]2)[CH:7]=1.CC(OI1(OC(C)=O)(OC(C)=O)OC(=O)C2C=CC=CC1=2)=O, predict the reaction product. The product is: [Cl:1][C:2]1[CH:3]=[CH:4][C:5]([O:20][CH2:21][C:22]2[CH:27]=[CH:26][C:25]([F:28])=[CH:24][C:23]=2[F:29])=[C:6]([CH2:8][N:9]2[C:13]([CH3:14])=[CH:12][C:11]([C:15]3[NH:19][CH:18]=[CH:17][N:16]=3)=[N:10]2)[CH:7]=1. (2) Given the reactants C[O:2][C:3]1[CH:4]=[C:5]2[C:9](=[CH:10][CH:11]=1)[CH:8]([C:12]#[N:13])[CH2:7][CH2:6]2.N.[H][H].C([O-])([O-])=O.[K+].[K+].[CH3:23][C:24]([O:27][C:28](O[C:28]([O:27][C:24]([CH3:26])([CH3:25])[CH3:23])=[O:29])=[O:29])([CH3:26])[CH3:25].[NH4+].[Cl-], predict the reaction product. The product is: [C:28]([NH:13][CH2:12][CH:8]1[C:9]2[C:5](=[CH:4][C:3]([OH:2])=[CH:11][CH:10]=2)[CH2:6][CH2:7]1)([O:27][C:24]([CH3:26])([CH3:25])[CH3:23])=[O:29].